This data is from Catalyst prediction with 721,799 reactions and 888 catalyst types from USPTO. The task is: Predict which catalyst facilitates the given reaction. (1) Reactant: [CH2:1]([C@H:8]([NH2:32])[CH2:9][O:10][C:11]1[CH:12]=[N:13][C:14]([C:27]2[CH2:31][CH2:30][CH2:29][CH:28]=2)=[C:15]([C:17]2[CH:18]=[C:19]3[C:23](=[CH:24][CH:25]=2)[NH:22][N:21]=[C:20]3[CH3:26])[CH:16]=1)[C:2]1[CH:7]=[CH:6][CH:5]=[CH:4][CH:3]=1. Product: [CH2:1]([C@H:8]([NH2:32])[CH2:9][O:10][C:11]1[CH:12]=[N:13][C:14]([CH:27]2[CH2:31][CH2:30][CH2:29][CH2:28]2)=[C:15]([C:17]2[CH:18]=[C:19]3[C:23](=[CH:24][CH:25]=2)[NH:22][N:21]=[C:20]3[CH3:26])[CH:16]=1)[C:2]1[CH:7]=[CH:6][CH:5]=[CH:4][CH:3]=1. The catalyst class is: 19. (2) Reactant: [P:1](Cl)(Cl)([O:3][C:4]1[CH:9]=[CH:8][CH:7]=[CH:6][CH:5]=1)=[O:2].[F:12][C:13]1[C:18]([OH:19])=[C:17]([F:20])[C:16]([F:21])=[C:15]([F:22])[C:14]=1[F:23].CCN(CC)CC.[ClH:31].[NH2:32][C@H:33]([CH3:41])[C:34]([O:36][C@H:37]([CH2:39][CH3:40])[CH3:38])=[O:35]. Product: [Cl:31][C:7]1[CH:8]=[CH:9][C:4]([O:3][P:1]([NH:32][C@@H:33]([CH3:41])[C:34]([O:36][C@@H:37]([CH2:39][CH3:40])[CH3:38])=[O:35])([O:19][C:18]2[C:13]([F:12])=[C:14]([F:23])[C:15]([F:22])=[C:16]([F:21])[C:17]=2[F:20])=[O:2])=[CH:5][CH:6]=1. The catalyst class is: 2. (3) Reactant: [Br:1][C:2]1[CH:7]=[CH:6][C:5]([CH3:8])=[C:4]([Cl:9])[CH:3]=1.[Br:10]N1C(=O)CCC1=O. Product: [Br:1][C:2]1[CH:7]=[CH:6][C:5]([CH2:8][Br:10])=[C:4]([Cl:9])[CH:3]=1. The catalyst class is: 340.